Dataset: Reaction yield outcomes from USPTO patents with 853,638 reactions. Task: Predict the reaction yield, written as a fraction of the theoretical maximum amount of product (1.0 means a 100% yield; for example, 0.34 means a 34% yield). (1) The product is [CH2:9]([NH:13][C:14]([NH:16][C:18]1[CH:23]=[CH:22][CH:21]=[C:20]([O:24][CH3:25])[CH:19]=1)=[O:15])[CH2:10][CH2:11][CH3:12]. The yield is 0.850. The catalyst is [Cu]I.C1(C)C=CC=CC=1. The reactants are [O-]P([O-])([O-])=O.[K+].[K+].[K+].[CH2:9]([NH:13][C:14]([NH2:16])=[O:15])[CH2:10][CH2:11][CH3:12].I[C:18]1[CH:19]=[C:20]([O:24][CH3:25])[CH:21]=[CH:22][CH:23]=1.CNCCNC. (2) The reactants are [C:1]([NH:9][CH:10]([C:16]#[N:17])[C:11]([O:13][CH2:14][CH3:15])=[O:12])(=O)[C:2]1[CH:7]=[CH:6][CH:5]=[CH:4][CH:3]=1.COC1C=CC(P2(SP(C3C=CC(OC)=CC=3)(=S)S2)=[S:27])=CC=1. The catalyst is N1C=CC=CC=1. The product is [NH2:17][C:16]1[S:27][C:1]([C:2]2[CH:7]=[CH:6][CH:5]=[CH:4][CH:3]=2)=[N:9][C:10]=1[C:11]([O:13][CH2:14][CH3:15])=[O:12]. The yield is 0.400.